From a dataset of Reaction yield outcomes from USPTO patents with 853,638 reactions. Predict the reaction yield, written as a fraction of the theoretical maximum amount of product (1.0 means a 100% yield; for example, 0.34 means a 34% yield). (1) The reactants are Cl[CH2:2][CH2:3][CH2:4][O:5][C:6]1[CH:11]=[CH:10][C:9]([C:12]2([CH2:18][N:19]([CH3:21])[CH3:20])[CH2:17][CH2:16][O:15][CH2:14][CH2:13]2)=[CH:8][CH:7]=1.[NH:22]1[CH2:27][CH2:26][O:25][CH2:24][CH2:23]1.C(=O)([O-])[O-].[K+].[K+]. The catalyst is C(#N)C. The product is [CH3:20][N:19]([CH3:21])[CH2:18][C:12]1([C:9]2[CH:10]=[CH:11][C:6]([O:5][CH2:4][CH2:3][CH2:2][N:22]3[CH2:27][CH2:26][O:25][CH2:24][CH2:23]3)=[CH:7][CH:8]=2)[CH2:17][CH2:16][O:15][CH2:14][CH2:13]1. The yield is 0.520. (2) The reactants are Br[C:2]1[C:3](=[O:25])[N:4]([CH2:17][C:18]2[CH:23]=[CH:22][C:21]([Cl:24])=[CH:20][CH:19]=2)[C:5](=[O:16])[N:6]([C:8]2[CH:13]=[CH:12][CH:11]=[CH:10][C:9]=2[CH2:14][OH:15])[N:7]=1.[CH3:26][O-:27].[Na+]. The catalyst is CN(C=O)C. The product is [Cl:24][C:21]1[CH:22]=[CH:23][C:18]([CH2:17][N:4]2[C:3](=[O:25])[C:2]([O:27][CH3:26])=[N:7][N:6]([C:8]3[CH:13]=[CH:12][CH:11]=[CH:10][C:9]=3[CH2:14][OH:15])[C:5]2=[O:16])=[CH:19][CH:20]=1. The yield is 0.925. (3) The reactants are [C:1]([O:5][C:6](=[O:39])[NH:7][C@H:8]1[CH2:13][CH2:12][C@H:11]([O:14][C:15]2[CH:20]=[CH:19][CH:18]=[C:17]([C:21](=[O:37])[NH:22][CH2:23][C:24]3[C:25]([O:35][CH3:36])=[N:26][C:27]([CH3:34])=[CH:28][C:29]=3[CH2:30][CH2:31][CH:32]=[CH2:33])[C:16]=2Br)[CH2:10][CH2:9]1)([CH3:4])([CH3:3])[CH3:2].[K+].[CH2:41]([B-](F)(F)F)[CH:42]=[CH2:43].[F-].[Cs+]. The catalyst is COCCOC.C1C=CC([P]([Pd]([P](C2C=CC=CC=2)(C2C=CC=CC=2)C2C=CC=CC=2)([P](C2C=CC=CC=2)(C2C=CC=CC=2)C2C=CC=CC=2)[P](C2C=CC=CC=2)(C2C=CC=CC=2)C2C=CC=CC=2)(C2C=CC=CC=2)C2C=CC=CC=2)=CC=1. The product is [C:1]([O:5][C:6](=[O:39])[NH:7][C@H:8]1[CH2:13][CH2:12][C@H:11]([O:14][C:15]2[CH:20]=[CH:19][CH:18]=[C:17]([C:21](=[O:37])[NH:22][CH2:23][C:24]3[C:25]([O:35][CH3:36])=[N:26][C:27]([CH3:34])=[CH:28][C:29]=3[CH2:30][CH2:31][CH:32]=[CH2:33])[C:16]=2[CH2:43][CH:42]=[CH2:41])[CH2:10][CH2:9]1)([CH3:4])([CH3:3])[CH3:2]. The yield is 0.820.